Dataset: Peptide-MHC class II binding affinity with 134,281 pairs from IEDB. Task: Regression. Given a peptide amino acid sequence and an MHC pseudo amino acid sequence, predict their binding affinity value. This is MHC class II binding data. (1) The peptide sequence is KEKVYLSWVPAHKGIGGNE. The MHC is DRB1_0405 with pseudo-sequence DRB1_0405. The binding affinity (normalized) is 0.610. (2) The peptide sequence is PDTIDFLIMRNLTNL. The MHC is DRB1_0701 with pseudo-sequence DRB1_0701. The binding affinity (normalized) is 0.794. (3) The peptide sequence is GKARTAWVDSGAQLG. The MHC is DRB1_0401 with pseudo-sequence DRB1_0401. The binding affinity (normalized) is 0.377. (4) The peptide sequence is IMLLAYYIAAVNIES. The MHC is DRB3_0101 with pseudo-sequence DRB3_0101. The binding affinity (normalized) is 0.195. (5) The peptide sequence is VPTSWVPQGRTTWSI. The MHC is DRB1_0701 with pseudo-sequence DRB1_0701. The binding affinity (normalized) is 0.557. (6) The peptide sequence is TVSLPVGADEDDIKATYDKG. The MHC is DRB1_0101 with pseudo-sequence DRB1_0101. The binding affinity (normalized) is 0.